From a dataset of Forward reaction prediction with 1.9M reactions from USPTO patents (1976-2016). Predict the product of the given reaction. (1) Given the reactants [CH3:1][O:2][CH2:3][CH2:4][O:5][CH2:6][CH2:7][O:8][CH2:9][CH2:10][O:11][CH2:12][CH2:13][O:14][C:15]1[N:23]=[CH:22][CH:21]=[CH:20][C:16]=1[C:17]([OH:19])=O.[CH3:24][C:25]1[CH:26]=[CH:27][CH:28]=[C:29]([NH2:34])[C:30]=1[C:31](O)=[O:32], predict the reaction product. The product is: [CH3:1][O:2][CH2:3][CH2:4][O:5][CH2:6][CH2:7][O:8][CH2:9][CH2:10][O:11][CH2:12][CH2:13][O:14][C:15]1[C:16]([C:17]2[O:19][C:31](=[O:32])[C:30]3[C:25]([CH3:24])=[CH:26][CH:27]=[CH:28][C:29]=3[N:34]=2)=[CH:20][CH:21]=[CH:22][N:23]=1. (2) Given the reactants C[Si]([C:5]#[C:6][C:7]1[CH:8]=[C:9]([CH:13]=[CH:14][CH:15]=1)[C:10]([NH2:12])=[O:11])(C)C.CCCC[N+](CCCC)(CCCC)CCCC.[F-].O, predict the reaction product. The product is: [C:6]([C:7]1[CH:8]=[C:9]([CH:13]=[CH:14][CH:15]=1)[C:10]([NH2:12])=[O:11])#[CH:5]. (3) Given the reactants [CH3:1][N:2]1[C:7](=[O:8])[C:6]([NH:9][C:10]2[CH:15]=[CH:14][C:13]([C:16]([N:18]3[CH2:23][CH2:22][O:21][CH2:20][C@@H:19]3[CH3:24])=[O:17])=[CH:12][N:11]=2)=[CH:5][C:4](B(O)O)=[CH:3]1.[C:28]([C:32]1[CH:33]=[C:34]2[C:39](=[C:40]([F:42])[CH:41]=1)[C:38](=[O:43])[N:37]([C:44]1[N:51]=[CH:50][CH:49]=[C:48](Cl)[C:45]=1[CH:46]=[O:47])[N:36]=[CH:35]2)([CH3:31])([CH3:30])[CH3:29].[O-]P([O-])([O-])=O.[K+].[K+].[K+].C([O-])(=O)C.[Na+], predict the reaction product. The product is: [C:28]([C:32]1[CH:33]=[C:34]2[C:39](=[C:40]([F:42])[CH:41]=1)[C:38](=[O:43])[N:37]([C:44]1[N:51]=[CH:50][CH:49]=[C:48]([C:4]3[CH:5]=[C:6]([NH:9][C:10]4[CH:15]=[CH:14][C:13]([C:16]([N:18]5[CH2:23][CH2:22][O:21][CH2:20][C@@H:19]5[CH3:24])=[O:17])=[CH:12][N:11]=4)[C:7](=[O:8])[N:2]([CH3:1])[CH:3]=3)[C:45]=1[CH:46]=[O:47])[N:36]=[CH:35]2)([CH3:31])([CH3:29])[CH3:30]. (4) Given the reactants [C:1]1([CH3:16])[CH:6]=[C:5]([CH3:7])[CH:4]=[C:3]([CH3:8])[C:2]=1[NH:9][CH:10]1[CH2:15][CH2:14][NH:13][CH2:12][CH2:11]1.Br[CH2:18][CH2:19][C:20]1([CH2:26][C:27]([O:29][CH3:30])=[O:28])[CH2:25][CH2:24][CH2:23][CH2:22][CH2:21]1.C(=O)([O-])[O-].[K+].[K+].C(Cl)(Cl)Cl, predict the reaction product. The product is: [C:3]1([CH3:8])[CH:4]=[C:5]([CH3:7])[CH:6]=[C:1]([CH3:16])[C:2]=1[NH:9][CH:10]1[CH2:15][CH2:14][N:13]([CH2:18][CH2:19][C:20]2([CH2:26][C:27]([O:29][CH3:30])=[O:28])[CH2:25][CH2:24][CH2:23][CH2:22][CH2:21]2)[CH2:12][CH2:11]1. (5) Given the reactants [CH:1]([C@:4]1([C:24]([OH:26])=O)[CH2:8][CH2:7][C@@H:6]([N:9]([C@H:16]2[CH2:21][CH2:20][O:19][CH2:18][C@H:17]2[O:22][CH3:23])C(=O)C(F)(F)F)[CH2:5]1)([CH3:3])[CH3:2].C(Cl)(=O)C(Cl)=O.[OH:33][C@H:34]1[C@@H:38]2[NH:39][CH2:40][C@H:35]1[N:36]([C:41]([O:43][C:44]([CH3:47])([CH3:46])[CH3:45])=[O:42])[CH2:37]2.CCN(CC)CC.[OH-].[Na+], predict the reaction product. The product is: [OH:33][C@H:34]1[C@@H:38]2[N:39]([C:24]([C@@:4]3([CH:1]([CH3:2])[CH3:3])[CH2:8][CH2:7][CH:6]([NH:9][CH:16]4[CH2:21][CH2:20][O:19][CH2:18][CH:17]4[O:22][CH3:23])[CH2:5]3)=[O:26])[CH2:40][C@H:35]1[N:36]([C:41]([O:43][C:44]([CH3:47])([CH3:46])[CH3:45])=[O:42])[CH2:37]2. (6) Given the reactants C(Cl)(=O)C(Cl)=O.[Br:7][C:8]1[CH:13]=[CH:12][N:11]=[C:10]([C:14]([OH:16])=O)[CH:9]=1.Cl.[CH2:18]([NH:25][OH:26])[C:19]1[CH:24]=[CH:23][CH:22]=[CH:21][CH:20]=1.C(N(CC)CC)C.C(=O)(O)[O-].[Na+], predict the reaction product. The product is: [CH2:18]([N:25]([OH:26])[C:14]([C:10]1[CH:9]=[C:8]([Br:7])[CH:13]=[CH:12][N:11]=1)=[O:16])[C:19]1[CH:24]=[CH:23][CH:22]=[CH:21][CH:20]=1.